From a dataset of Reaction yield outcomes from USPTO patents with 853,638 reactions. Predict the reaction yield, written as a fraction of the theoretical maximum amount of product (1.0 means a 100% yield; for example, 0.34 means a 34% yield). The reactants are [Cl-].O[NH3+:3].[C:4](=[O:7])([O-])[OH:5].[Na+].CS(C)=O.[Si]([O:20][CH:21]([C:23]1[CH:57]=[CH:56][C:26]([CH2:27][N:28]2[C:33](=[O:34])[C:32]([CH2:35][C:36]3[CH:41]=[CH:40][C:39]([C:42]4[C:43]([C:48]#[N:49])=[CH:44][CH:45]=[CH:46][CH:47]=4)=[CH:38][CH:37]=3)=[C:31]([CH2:50][CH2:51][CH3:52])[N:30]3[N:53]=[CH:54][N:55]=[C:29]23)=[CH:25][CH:24]=1)[CH3:22])(C(C)(C)C)(C)C. The catalyst is C(OCC)(=O)C. The product is [OH:20][CH:21]([C:23]1[CH:57]=[CH:56][C:26]([CH2:27][N:28]2[C:33](=[O:34])[C:32]([CH2:35][C:36]3[CH:41]=[CH:40][C:39]([C:42]4[CH:47]=[CH:46][CH:45]=[CH:44][C:43]=4[C:48]4[NH:49][C:4](=[O:7])[O:5][N:3]=4)=[CH:38][CH:37]=3)=[C:31]([CH2:50][CH2:51][CH3:52])[N:30]3[N:53]=[CH:54][N:55]=[C:29]23)=[CH:25][CH:24]=1)[CH3:22]. The yield is 0.560.